From a dataset of Merck oncology drug combination screen with 23,052 pairs across 39 cell lines. Regression. Given two drug SMILES strings and cell line genomic features, predict the synergy score measuring deviation from expected non-interaction effect. (1) Drug 1: O=S1(=O)NC2(CN1CC(F)(F)F)C1CCC2Cc2cc(C=CCN3CCC(C(F)(F)F)CC3)ccc2C1. Drug 2: CCc1c2c(nc3ccc(O)cc13)-c1cc3c(c(=O)n1C2)COC(=O)C3(O)CC. Cell line: OV90. Synergy scores: synergy=-8.80. (2) Drug 2: Cn1c(=O)n(-c2ccc(C(C)(C)C#N)cc2)c2c3cc(-c4cnc5ccccc5c4)ccc3ncc21. Synergy scores: synergy=29.1. Drug 1: CN1C(=O)C=CC2(C)C3CCC4(C)C(NC(=O)OCC(F)(F)F)CCC4C3CCC12. Cell line: MDAMB436. (3) Drug 1: CN(Cc1cnc2nc(N)nc(N)c2n1)c1ccc(C(=O)NC(CCC(=O)O)C(=O)O)cc1. Drug 2: Cn1c(=O)n(-c2ccc(C(C)(C)C#N)cc2)c2c3cc(-c4cnc5ccccc5c4)ccc3ncc21. Cell line: SKMES1. Synergy scores: synergy=-19.0. (4) Drug 1: C#Cc1cccc(Nc2ncnc3cc(OCCOC)c(OCCOC)cc23)c1. Drug 2: CCc1cnn2c(NCc3ccc[n+]([O-])c3)cc(N3CCCCC3CCO)nc12. Cell line: NCIH23. Synergy scores: synergy=14.2.